From a dataset of Reaction yield outcomes from USPTO patents with 853,638 reactions. Predict the reaction yield, written as a fraction of the theoretical maximum amount of product (1.0 means a 100% yield; for example, 0.34 means a 34% yield). The reactants are [NH2:1][C:2]1[N:10]=[CH:9][N:8]=[C:7]2[C:3]=1[N:4]=[CH:5][N:6]2[C@H:11]1[C@@H:15]2[O:16][C:17]([CH3:20])([CH3:19])[O:18][C@@H:14]2[C@@H:13]([CH2:21][NH:22][CH:23]2[CH2:26][CH:25]([CH2:27][CH2:28][C:29]([O:31][CH2:32][C:33]3[CH:38]=[CH:37][CH:36]=[CH:35][CH:34]=3)=[O:30])[CH2:24]2)[O:12]1.[BH3-][C:40]#N.[Na+].CC(O)=O.C=O. The catalyst is CO.O. The product is [NH2:1][C:2]1[N:10]=[CH:9][N:8]=[C:7]2[C:3]=1[N:4]=[CH:5][N:6]2[C@H:11]1[C@@H:15]2[O:16][C:17]([CH3:19])([CH3:20])[O:18][C@@H:14]2[C@@H:13]([CH2:21][N:22]([CH3:40])[CH:23]2[CH2:26][CH:25]([CH2:27][CH2:28][C:29]([O:31][CH2:32][C:33]3[CH:34]=[CH:35][CH:36]=[CH:37][CH:38]=3)=[O:30])[CH2:24]2)[O:12]1. The yield is 0.670.